From a dataset of Catalyst prediction with 721,799 reactions and 888 catalyst types from USPTO. Predict which catalyst facilitates the given reaction. (1) Reactant: [NH2:1][C:2]1[N:10]=[CH:9][N:8]=[C:7]2[C:3]=1[N:4]=[CH:5][N:6]2[C@H:11]1[C@@H:15]2[O:16][C:17]([CH3:20])([CH3:19])[O:18][C@@H:14]2[C@@H:13]([CH2:21]O)[O:12]1.[C:23]1(=[O:33])[NH:27][C:26](=[O:28])[C:25]2=[CH:29][CH:30]=[CH:31][CH:32]=[C:24]12.C1(P(C2C=CC=CC=2)C2C=CC=CC=2)C=CC=CC=1.CCOC(/N=N/C(OCC)=O)=O. Product: [NH2:1][C:2]1[N:10]=[CH:9][N:8]=[C:7]2[C:3]=1[N:4]=[CH:5][N:6]2[C@H:11]1[C@@H:15]2[O:16][C:17]([CH3:19])([CH3:20])[O:18][C@@H:14]2[C@@H:13]([CH2:21][N:27]2[C:23](=[O:33])[C:24]3[C:25](=[CH:29][CH:30]=[CH:31][CH:32]=3)[C:26]2=[O:28])[O:12]1. The catalyst class is: 1. (2) Reactant: [C:1]([O:5][C:6]([NH:8][C@@H:9]1[CH2:13][CH2:12][N:11]([C:14]2[CH:19]=[CH:18][C:17]([N:20]3[CH2:24][C@H:23]([CH2:25]OS(C)(=O)=O)[O:22][C:21]3=[O:31])=[CH:16][C:15]=2[F:32])[CH2:10]1)=[O:7])([CH3:4])([CH3:3])[CH3:2].[N-:33]=[N+:34]=[N-:35].[Na+]. Product: [C:1]([O:5][C:6]([NH:8][C@@H:9]1[CH2:13][CH2:12][N:11]([C:14]2[CH:19]=[CH:18][C:17]([N:20]3[CH2:24][C@H:23]([CH2:25][N:33]=[N+:34]=[N-:35])[O:22][C:21]3=[O:31])=[CH:16][C:15]=2[F:32])[CH2:10]1)=[O:7])([CH3:3])([CH3:4])[CH3:2]. The catalyst class is: 35. (3) Reactant: [N:1]1[CH:6]=[CH:5][CH:4]=[CH:3][C:2]=1[C:7]1[CH:8]=[CH:9][C:10]2[CH:16]=[CH:15][C:14]3[CH:17]=[CH:18][CH:19]=[CH:20][C:13]=3[NH:12][C:11]=2[CH:21]=1.CC(P(C(C)(C)C)C1C(C2C=CC=CC=2)=CC=CC=1)(C)C.CC([O-])(C)C.[Na+].Br[C:50]1[CH:51]=[C:52]([C:56]2[CH:61]=[CH:60][CH:59]=[CH:58][N:57]=2)[CH:53]=[CH:54][CH:55]=1. Product: [N:1]1[CH:6]=[CH:5][CH:4]=[CH:3][C:2]=1[C:7]1[CH:8]=[CH:9][C:10]2[CH:16]=[CH:15][C:14]3[CH:17]=[CH:18][CH:19]=[CH:20][C:13]=3[N:12]([C:54]3[CH:55]=[CH:50][CH:51]=[C:52]([C:56]4[CH:61]=[CH:60][CH:59]=[CH:58][N:57]=4)[CH:53]=3)[C:11]=2[CH:21]=1. The catalyst class is: 101.